Dataset: Full USPTO retrosynthesis dataset with 1.9M reactions from patents (1976-2016). Task: Predict the reactants needed to synthesize the given product. Given the product [CH:1]1([CH:7]([NH:28][C:29]2[CH:30]=[CH:31][C:32]([C:35]([NH:37][CH2:38][CH2:39][C:40]([OH:42])=[O:41])=[O:36])=[CH:33][CH:34]=2)[C:9]2[C:10]([CH2:25][O:26][CH3:27])=[N:11][N:12]([C:14]3[CH:19]=[CH:18][C:17]([O:20][C:21]([F:24])([F:23])[F:22])=[CH:16][CH:15]=3)[CH:13]=2)[CH2:6][CH2:5][CH2:4][CH2:3][CH2:2]1, predict the reactants needed to synthesize it. The reactants are: [CH:1]1([CH:7]([C:9]2[C:10]([CH2:25][O:26][CH3:27])=[N:11][N:12]([C:14]3[CH:19]=[CH:18][C:17]([O:20][C:21]([F:24])([F:23])[F:22])=[CH:16][CH:15]=3)[CH:13]=2)O)[CH2:6][CH2:5][CH2:4][CH2:3][CH2:2]1.[NH2:28][C:29]1[CH:34]=[CH:33][C:32]([C:35]([NH:37][CH2:38][CH2:39][C:40]([O:42]CC)=[O:41])=[O:36])=[CH:31][CH:30]=1.